The task is: Predict the product of the given reaction.. This data is from Forward reaction prediction with 1.9M reactions from USPTO patents (1976-2016). (1) Given the reactants [NH2:1][C@H:2]([C:6]([OH:8])=[O:7])[CH:3]([CH3:5])[CH3:4].[OH-].[Na+].[C:11](O[C:11]([O:13][C:14]([CH3:17])([CH3:16])[CH3:15])=[O:12])([O:13][C:14]([CH3:17])([CH3:16])[CH3:15])=[O:12].Cl, predict the reaction product. The product is: [C:14]([O:13][C:11]([NH:1][C@H:2]([C:6]([OH:8])=[O:7])[CH:3]([CH3:5])[CH3:4])=[O:12])([CH3:17])([CH3:16])[CH3:15]. (2) Given the reactants [CH3:1][C:2]1[CH:3]=[C:4]([S:8]([NH:11][C:12]2[C:13]([CH:22]=[CH2:23])=[N:14][CH:15]=[C:16]([CH:21]=2)[C:17]([O:19][CH3:20])=[O:18])(=[O:10])=[O:9])[CH:5]=[CH:6][CH:7]=1.C(=O)([O-])[O-].[K+].[K+].[CH2:30](I)[CH:31]=[CH2:32], predict the reaction product. The product is: [CH2:32]([N:11]([C:12]1[C:13]([CH:22]=[CH2:23])=[N:14][CH:15]=[C:16]([CH:21]=1)[C:17]([O:19][CH3:20])=[O:18])[S:8]([C:4]1[CH:5]=[CH:6][CH:7]=[C:2]([CH3:1])[CH:3]=1)(=[O:9])=[O:10])[CH:31]=[CH2:30]. (3) Given the reactants [Cl:1][C:2]1[CH:3]=[CH:4][C:5]([C:9]2[CH:14]=[CH:13][CH:12]=[CH:11][N:10]=2)=[C:6]([CH:8]=1)[NH2:7].[Cl:15][C:16]1[CH:21]=[CH:20][C:19]([S:22](Cl)(=[O:24])=[O:23])=[CH:18][C:17]=1[C:26]([F:29])([F:28])[F:27], predict the reaction product. The product is: [Cl:15][C:16]1[CH:21]=[CH:20][C:19]([S:22]([NH:7][C:6]2[CH:8]=[C:2]([Cl:1])[CH:3]=[CH:4][C:5]=2[C:9]2[CH:14]=[CH:13][CH:12]=[CH:11][N:10]=2)(=[O:23])=[O:24])=[CH:18][C:17]=1[C:26]([F:29])([F:27])[F:28]. (4) Given the reactants [C:1]1([CH3:10])[CH:6]=[CH:5][C:4]([N:7]=[N+]=[N-])=[CH:3][CH:2]=1.[CH:11]1=[CH:12][CH2:13][CH2:14][CH2:15][CH2:16][CH2:17][CH2:18]1, predict the reaction product. The product is: [C:1]1([CH3:10])[CH:6]=[CH:5][C:4]([N:7]2[CH:12]3[CH:11]2[CH2:18][CH2:17][CH2:16][CH2:15][CH2:14][CH2:13]3)=[CH:3][CH:2]=1. (5) Given the reactants C(O)(C(F)(F)F)=O.[CH:8]1[C:17]2[C:12](=[CH:13][CH:14]=[CH:15][CH:16]=2)[CH:11]=[CH:10][C:9]=1[S:18]([NH:21][CH2:22][C@H:23]1[CH2:28][CH2:27][C@H:26]([CH2:29][NH:30]C(=O)OC(C)(C)C)[CH2:25][CH2:24]1)(=[O:20])=[O:19], predict the reaction product. The product is: [NH2:30][CH2:29][C@H:26]1[CH2:27][CH2:28][C@H:23]([CH2:22][NH:21][S:18]([C:9]2[CH:10]=[CH:11][C:12]3[C:17](=[CH:16][CH:15]=[CH:14][CH:13]=3)[CH:8]=2)(=[O:20])=[O:19])[CH2:24][CH2:25]1. (6) The product is: [Br:13][C:11]1[C:5]2[O:4][C@@H:3]([CH2:2][Br:1])[CH2:7][C:6]=2[CH:8]=[C:9]([F:12])[CH:10]=1. Given the reactants [Br:1][CH2:2][C@H:3]1[CH2:7][C:6]2[CH:8]=[C:9]([F:12])[CH:10]=[CH:11][C:5]=2[O:4]1.[Br:13]Br, predict the reaction product. (7) Given the reactants [CH3:1][N:2]1[CH:6]=[C:5]([C:7]2[CH:12]=[C:11]([O:13][C:14]3[CH:15]=[CH:16][C:17]([NH2:20])=[N:18][CH:19]=3)[CH:10]=[CH:9][N:8]=2)[CH:4]=[N:3]1.N1C=CC=CC=1.[CH3:27][O:28][CH2:29][CH2:30][N:31]1[CH2:35][CH2:34][N:33]([C:36](Cl)=[O:37])[C:32]1=[O:39], predict the reaction product. The product is: [CH3:27][O:28][CH2:29][CH2:30][N:31]1[CH2:35][CH2:34][N:33]([C:36]([NH:20][C:17]2[CH:16]=[CH:15][C:14]([O:13][C:11]3[CH:10]=[CH:9][N:8]=[C:7]([C:5]4[CH:4]=[N:3][N:2]([CH3:1])[CH:6]=4)[CH:12]=3)=[CH:19][N:18]=2)=[O:37])[C:32]1=[O:39]. (8) The product is: [Cl:1][C:2]1[CH:7]=[CH:6][C:5]([C:8]2[C:14]3[CH:15]=[C:16]([O:19][C:20]([F:23])([F:22])[F:21])[CH:17]=[CH:18][C:13]=3[N:12]3[C:24]([CH3:27])=[N:25][N:26]=[C:11]3[C@H:10]([CH2:28][C:29]([OH:31])=[O:30])[CH:9]=2)=[CH:4][CH:3]=1. Given the reactants [Cl:1][C:2]1[CH:7]=[CH:6][C:5]([C:8]2[C:14]3[CH:15]=[C:16]([O:19][C:20]([F:23])([F:22])[F:21])[CH:17]=[CH:18][C:13]=3[N:12]3[C:24]([CH3:27])=[N:25][N:26]=[C:11]3[C@H:10]([CH2:28][C:29]([O:31]C(C)(C)C)=[O:30])[CH:9]=2)=[CH:4][CH:3]=1, predict the reaction product. (9) Given the reactants Cl.[CH:2]1([NH:8][C:9]2[N:17]=[C:16]([NH:18][C:19]3[CH:24]=[CH:23][C:22]([N:25]4[CH2:30][CH2:29][NH:28][CH2:27][CH2:26]4)=[CH:21][C:20]=3[O:31][CH3:32])[N:15]=[C:14]3[C:10]=2[N:11]=[CH:12][NH:13]3)[CH2:7][CH2:6][CH2:5][CH2:4][CH2:3]1.[CH3:33][CH2:34][N:35](C(C)C)[CH:36]([CH3:38])C.[S:42](Cl)(Cl)(=[O:44])=[O:43].CN(C=[O:51])C, predict the reaction product. The product is: [CH:2]1([NH:8][C:9]2[N:17]=[C:16]([NH:18][C:19]3[CH:24]=[CH:23][C:22]([N:25]4[CH2:26][CH2:27][N:28]([S:42]([N:35]5[CH2:36][CH2:38][O:51][CH2:33][CH2:34]5)(=[O:44])=[O:43])[CH2:29][CH2:30]4)=[CH:21][C:20]=3[O:31][CH3:32])[N:15]=[C:14]3[C:10]=2[N:11]=[CH:12][NH:13]3)[CH2:3][CH2:4][CH2:5][CH2:6][CH2:7]1.